From a dataset of Full USPTO retrosynthesis dataset with 1.9M reactions from patents (1976-2016). Predict the reactants needed to synthesize the given product. (1) The reactants are: Cl[C:2]1[N:7]=[CH:6][C:5]([NH2:8])=[CH:4][C:3]=1[O:9][CH3:10].[O:11]1[C:20]2[C:15](=[CH:16][CH:17]=[CH:18][CH:19]=2)[CH2:14][CH:13]([C:21]([OH:23])=O)[CH2:12]1.CC1(C)C(C)(C)OB([C:32]2[CH:33]=[N:34][NH:35][CH:36]=2)O1. Given the product [CH3:10][O:9][C:3]1[CH:4]=[C:5]([NH:8][C:21]([CH:13]2[CH2:14][C:15]3[C:20](=[CH:19][CH:18]=[CH:17][CH:16]=3)[O:11][CH2:12]2)=[O:23])[CH:6]=[N:7][C:2]=1[C:32]1[CH:33]=[N:34][NH:35][CH:36]=1, predict the reactants needed to synthesize it. (2) Given the product [F:1][C:2]1[CH:7]=[CH:6][C:5]([O:8][CH3:9])=[CH:4][C:3]=1[CH2:10][CH2:11][C:12]([O:14][CH2:15][CH3:16])=[O:13], predict the reactants needed to synthesize it. The reactants are: [F:1][C:2]1[CH:7]=[CH:6][C:5]([O:8][CH3:9])=[CH:4][C:3]=1[CH:10]=[CH:11][C:12]([O:14][CH2:15][CH3:16])=[O:13]. (3) The reactants are: Br[C:2]1[CH:3]=[C:4]([Cl:14])[C:5]2[O:10][CH2:9][CH:8]([CH2:11][OH:12])[O:7][C:6]=2[CH:13]=1.[CH3:15][S:16]([O-:18])=[O:17].[Na+].N1CCC[C@H]1C(O)=O.C([O-])([O-])=O.[K+].[K+]. Given the product [Cl:14][C:4]1[C:5]2[O:10][CH2:9][C@H:8]([CH2:11][OH:12])[O:7][C:6]=2[CH:13]=[C:2]([S:16]([CH3:15])(=[O:18])=[O:17])[CH:3]=1, predict the reactants needed to synthesize it. (4) Given the product [Cl:28][C:24]1[CH:23]=[C:22]([C:20](=[O:21])[CH2:19][N:9]2[C:8](=[O:16])[C:7]([C:1]3[CH2:6][CH2:5][CH2:4][CH2:3][CH:2]=3)([CH3:17])[C:12](=[O:13])[N:11]([CH3:14])[C:10]2=[O:15])[CH:27]=[CH:26][CH:25]=1, predict the reactants needed to synthesize it. The reactants are: [C:1]1([C:7]2([CH3:17])[C:12](=[O:13])[N:11]([CH3:14])[C:10](=[O:15])[NH:9][C:8]2=[O:16])[CH2:6][CH2:5][CH2:4][CH2:3][CH:2]=1.Br[CH2:19][C:20]([C:22]1[CH:27]=[CH:26][CH:25]=[C:24]([Cl:28])[CH:23]=1)=[O:21]. (5) Given the product [CH3:8][C:9]1([CH3:29])[C:13]([CH3:14])([CH3:15])[O:12][B:11]([C:16]2[CH2:17][CH2:18][N:19]([C:22](=[O:23])[CH2:1][CH3:3])[CH2:20][CH:21]=2)[O:10]1, predict the reactants needed to synthesize it. The reactants are: [C:1](O)([C:3](F)(F)F)=O.[CH3:8][C:9]1([CH3:29])[C:13]([CH3:15])([CH3:14])[O:12][B:11]([C:16]2[CH2:17][CH2:18][N:19]([C:22](OC(C)(C)C)=[O:23])[CH2:20][CH:21]=2)[O:10]1.CCN(CC)CC.C(Cl)(=O)CC. (6) Given the product [CH2:1]([N:8]1[CH2:13][CH2:12][CH2:11][CH2:10][C@@H:9]1[CH2:14][Br:17])[C:2]1[CH:7]=[CH:6][CH:5]=[CH:4][CH:3]=1, predict the reactants needed to synthesize it. The reactants are: [CH2:1]([N:8]1[CH2:13][CH2:12][CH2:11][CH2:10][C@@H:9]1[CH2:14]O)[C:2]1[CH:7]=[CH:6][CH:5]=[CH:4][CH:3]=1.P(Br)(Br)[Br:17].Cl. (7) The reactants are: [F:1][C:2]([F:33])([F:32])[C:3]1[CH:4]=[C:5]([C@H:13]2[O:17][C:16](=[O:18])[N:15]([CH2:19][C:20]3[CH:25]=[C:24]([C:26]([F:29])([F:28])[F:27])[CH:23]=[CH:22][C:21]=3I)[C@H:14]2[CH3:31])[CH:6]=[C:7]([C:9]([F:12])([F:11])[F:10])[CH:8]=1.[Cl:34][C:35]1[CH:40]=[CH:39][C:38]([N+:41]([O-:43])=[O:42])=[CH:37][C:36]=1B(O)O.C(=O)([O-])[O-].[Na+].[Na+].C(Cl)Cl. Given the product [F:1][C:2]([F:33])([F:32])[C:3]1[CH:4]=[C:5]([C@H:13]2[O:17][C:16](=[O:18])[N:15]([CH2:19][C:20]3[CH:25]=[C:24]([C:26]([F:29])([F:28])[F:27])[CH:23]=[CH:22][C:21]=3[C:36]3[CH:37]=[C:38]([N+:41]([O-:43])=[O:42])[CH:39]=[CH:40][C:35]=3[Cl:34])[C@H:14]2[CH3:31])[CH:6]=[C:7]([C:9]([F:12])([F:11])[F:10])[CH:8]=1, predict the reactants needed to synthesize it. (8) Given the product [CH2:1]([N:3]1[CH:7]=[C:6]([N:8]2[CH:28]=[N:15][C:14]3[C:9]2=[N:10][C:11]([NH:16][C:17]2[CH:18]=[N:19][N:20]([CH:22]4[CH2:27][CH2:26][O:25][CH2:24][CH2:23]4)[CH:21]=2)=[N:12][CH:13]=3)[CH:5]=[N:4]1)[CH3:2], predict the reactants needed to synthesize it. The reactants are: [CH2:1]([N:3]1[CH:7]=[C:6]([NH:8][C:9]2[C:14]([NH2:15])=[CH:13][N:12]=[C:11]([NH:16][C:17]3[CH:18]=[N:19][N:20]([CH:22]4[CH2:27][CH2:26][O:25][CH2:24][CH2:23]4)[CH:21]=3)[N:10]=2)[CH:5]=[N:4]1)[CH3:2].[CH:28](OC)(OC)OC. (9) Given the product [CH2:1]1[O:20][C:19]2[CH:3]=[C:4]3[C:5]([C:6]([C:8]4[CH:9]=[CH:10][C:11]5[O:16][CH2:15][O:14][C:12]=5[CH:13]=4)=[N:24][C:23](=[O:22])[NH:21]3)=[CH:17][C:18]=2[O:26]1, predict the reactants needed to synthesize it. The reactants are: [CH2:1]1[O:20][C:19]2[CH:18]=[CH:17][C:5]([C:6]([C:8]3[CH:13]=[C:12]4[O:14][CH2:15][O:16][C:11]4=[CH:10][CH:9]=3)=O)=[C:4]([NH2:21])[C:3]=2O1.[O-:22][C:23]#[N:24].[Na+].[OH2:26]. (10) Given the product [CH3:33][C:22]1[CH:21]=[C:20]([NH:19][C:12]2[C:11]3[C:16](=[CH:17][CH:18]=[C:9]([C:8]#[C:7][CH2:6][NH:5][C:3](=[O:4])[CH2:2][N:34]4[CH2:39][CH2:38][O:37][CH2:36][CH2:35]4)[CH:10]=3)[N:15]=[CH:14][N:13]=2)[CH:25]=[CH:24][C:23]=1[O:26][C:27]1[CH:32]=[CH:31][CH:30]=[CH:29][CH:28]=1, predict the reactants needed to synthesize it. The reactants are: Cl[CH2:2][C:3]([NH:5][CH2:6][C:7]#[C:8][C:9]1[CH:10]=[C:11]2[C:16](=[CH:17][CH:18]=1)[N:15]=[CH:14][N:13]=[C:12]2[NH:19][C:20]1[CH:25]=[CH:24][C:23]([O:26][C:27]2[CH:32]=[CH:31][CH:30]=[CH:29][CH:28]=2)=[C:22]([CH3:33])[CH:21]=1)=[O:4].[NH:34]1[CH2:39][CH2:38][O:37][CH2:36][CH2:35]1.